Dataset: Reaction yield outcomes from USPTO patents with 853,638 reactions. Task: Predict the reaction yield, written as a fraction of the theoretical maximum amount of product (1.0 means a 100% yield; for example, 0.34 means a 34% yield). (1) The reactants are Br[C:2]1[CH:3]=[N:4][C:5]2[C:10]([C:11]=1[C:12]1[C:17]([O:18][CH3:19])=[CH:16][C:15]([C:20]3[CH:25]=[CH:24][CH:23]=[C:22]([F:26])[CH:21]=3)=[C:14]([Cl:27])[CH:13]=1)=[CH:9][CH:8]=[C:7]([S:28]([NH:31][C:32]1[CH:36]=[CH:35][O:34][N:33]=1)(=[O:30])=[O:29])[CH:6]=2.[C:37]([Zn]C#N)#[N:38]. The catalyst is CC(C)([P](C(C)(C)C)([Pd][P](C(C)(C)C)(C(C)(C)C)C(C)(C)C)C(C)(C)C)C. The product is [Cl:27][C:14]1[CH:13]=[C:12]([C:11]2[C:10]3[C:5](=[CH:6][C:7]([S:28]([NH:31][C:32]4[CH:36]=[CH:35][O:34][N:33]=4)(=[O:30])=[O:29])=[CH:8][CH:9]=3)[N:4]=[CH:3][C:2]=2[C:37]#[N:38])[C:17]([O:18][CH3:19])=[CH:16][C:15]=1[C:20]1[CH:25]=[CH:24][CH:23]=[C:22]([F:26])[CH:21]=1. The yield is 0.669. (2) The product is [CH2:1]([O:19][C:12]1[CH:11]=[C:10]([O:27][CH2:28][C:29]2[CH:34]=[CH:33][CH:32]=[CH:31][CH:30]=2)[C:9]([C:6]([CH3:35])=[CH2:7])=[CH:18][C:13]=1[C:14]([O:16][CH3:17])=[O:15])[C:2]1[CH:40]=[CH:39][CH:38]=[CH:4][CH:3]=1. The reactants are [CH2:1]([Li])[CH2:2][CH2:3][CH3:4].[C:6]([C:9]1[C:10]([O:27][CH2:28][C:29]2[CH:34]=[CH:33][CH:32]=[CH:31][CH:30]=2)=[CH:11][C:12]([O:19]CC2C=CC=CC=2)=[C:13]([CH:18]=1)[C:14]([O:16][CH3:17])=[O:15])(=O)[CH3:7].[CH3:35]O.O1C[CH2:40][CH2:39][CH2:38]1. The yield is 0.360. The catalyst is [Br-].C[P+](C1C=CC=CC=1)(C1C=CC=CC=1)C1C=CC=CC=1. (3) The product is [CH3:1][C:2]1[CH:7]=[CH:6][C:5]([C:8]([F:11])([F:9])[F:10])=[CH:4][C:3]=1[NH:12][C:13]1[N:18]2[N:19]=[CH:20][C:21]([C:22]([NH:45][S:42]([CH:39]3[CH2:41][CH2:40]3)(=[O:44])=[O:43])=[O:23])=[C:17]2[N:16]=[CH:15][C:14]=1[C:25]([N:27]1[CH2:32][CH2:31][CH:30]([C:33]2[CH:34]=[CH:35][CH:36]=[CH:37][CH:38]=2)[CH2:29][CH2:28]1)=[O:26]. The yield is 0.450. No catalyst specified. The reactants are [CH3:1][C:2]1[CH:7]=[CH:6][C:5]([C:8]([F:11])([F:10])[F:9])=[CH:4][C:3]=1[NH:12][C:13]1[N:18]2[N:19]=[CH:20][C:21]([C:22](O)=[O:23])=[C:17]2[N:16]=[CH:15][C:14]=1[C:25]([N:27]1[CH2:32][CH2:31][CH:30]([C:33]2[CH:38]=[CH:37][CH:36]=[CH:35][CH:34]=2)[CH2:29][CH2:28]1)=[O:26].[CH:39]1([S:42]([NH2:45])(=[O:44])=[O:43])[CH2:41][CH2:40]1. (4) The reactants are [H-].[H-].[H-].[H-].[Li+].[Al+3].[CH2:7]([CH:9]([CH2:13][C:14]([F:17])([F:16])[F:15])[C:10](O)=[O:11])[CH3:8]. The catalyst is CCOCC. The product is [CH2:7]([CH:9]([CH2:13][C:14]([F:17])([F:16])[F:15])[CH2:10][OH:11])[CH3:8]. The yield is 0.550. (5) The reactants are O.[N+:2]([C:5]1[CH:11]=[C:10]([N+:12]([O-:14])=[O:13])[CH:9]=[CH:8][C:6]=1[NH2:7])([O-:4])=[O:3].[Br:15]Br.N. The catalyst is C(O)(=O)C. The product is [Br:15][C:8]1[CH:9]=[C:10]([N+:12]([O-:14])=[O:13])[CH:11]=[C:5]([N+:2]([O-:4])=[O:3])[C:6]=1[NH2:7]. The yield is 0.840.